Dataset: Forward reaction prediction with 1.9M reactions from USPTO patents (1976-2016). Task: Predict the product of the given reaction. (1) Given the reactants Cl.[C:2]1([N:8]([C:10]2[CH:15]=[CH:14][CH:13]=[CH:12][CH:11]=2)N)[CH:7]=[CH:6][CH:5]=[CH:4][CH:3]=1.[C:16]([O:20][C:21]([N:23]1[CH2:28][CH2:27][C:26](=O)[CH2:25][CH2:24]1)=[O:22])([CH3:19])([CH3:18])[CH3:17], predict the reaction product. The product is: [C:16]([O:20][C:21]([N:23]1[CH2:28][CH2:27][C:26]2[N:8]([C:10]3[CH:15]=[CH:14][CH:13]=[CH:12][CH:11]=3)[C:2]3[CH:7]=[CH:6][CH:5]=[CH:4][C:3]=3[C:25]=2[CH2:24]1)=[O:22])([CH3:19])([CH3:17])[CH3:18]. (2) The product is: [NH2:13][C:9]1[CH:10]=[CH:11][C:12]([S:1]([NH2:18])(=[O:4])=[O:2])=[C:7]([CH3:6])[CH:8]=1. Given the reactants [S:1](Cl)(=[O:4])(=O)[OH:2].[CH3:6][C:7]1[CH:12]=[CH:11][CH:10]=[C:9]([NH:13]C(C)=O)[CH:8]=1.O.[NH3:18], predict the reaction product. (3) Given the reactants [OH:1][C:2]1[CH:7]=[CH:6][C:5]([C:8]2[CH:13]=[CH:12][C:11]([C:14]([O:16][CH2:17][CH3:18])=[O:15])=[CH:10][CH:9]=2)=[CH:4][CH:3]=1.CS(O[CH2:24][C@H:25]([NH:27][C:28]([O:30][C:31]([CH3:34])([CH3:33])[CH3:32])=[O:29])[CH3:26])(=O)=O.C(=O)([O-])[O-].[Cs+].[Cs+], predict the reaction product. The product is: [C:31]([O:30][C:28]([NH:27][C@H:25]([CH3:26])[CH2:24][O:1][C:2]1[CH:3]=[CH:4][C:5]([C:8]2[CH:13]=[CH:12][C:11]([C:14]([O:16][CH2:17][CH3:18])=[O:15])=[CH:10][CH:9]=2)=[CH:6][CH:7]=1)=[O:29])([CH3:34])([CH3:33])[CH3:32]. (4) Given the reactants Cl[C:2]1[N:7]=[C:6]([NH:8][C@H:9]([C:11]2[CH:16]=[CH:15][CH:14]=[CH:13][CH:12]=2)[CH3:10])[CH:5]=[N:4][CH:3]=1.CN(C=O)C.O.[F:23][C:24]1[C:29]([CH:30]=[O:31])=[CH:28][CH:27]=[CH:26][C:25]=1B(O)O.C(=O)([O-])[O-].[Cs+].[Cs+], predict the reaction product. The product is: [F:23][C:24]1[C:25]([C:2]2[CH:3]=[N:4][CH:5]=[C:6]([NH:8][C@H:9]([C:11]3[CH:16]=[CH:15][CH:14]=[CH:13][CH:12]=3)[CH3:10])[N:7]=2)=[CH:26][CH:27]=[CH:28][C:29]=1[CH:30]=[O:31]. (5) Given the reactants C([C@@H]1COC(=O)N1[C:14](=[O:34])[C@H:15]([CH2:19][C:20]1[CH:28]=[C:27]2[C:23]([CH:24]=[N:25][N:26]2[CH2:29][CH2:30][CH2:31][O:32][CH3:33])=[CH:22][CH:21]=1)[CH:16]([CH3:18])[CH3:17])C1C=CC=CC=1.OO.[Li+].[OH-].[O-:39]S([O-])=O.[Na+].[Na+], predict the reaction product. The product is: [CH3:33][O:32][CH2:31][CH2:30][CH2:29][N:26]1[C:27]2[C:23](=[CH:22][CH:21]=[C:20]([CH2:19][C@H:15]([CH:16]([CH3:17])[CH3:18])[C:14]([OH:34])=[O:39])[CH:28]=2)[CH:24]=[N:25]1. (6) Given the reactants [Na].[CH2:2]([OH:9])[C:3]1[CH:8]=[CH:7][CH:6]=[CH:5][CH:4]=1.[Br:10][C:11]1[CH:12]=[N:13][CH:14]=[C:15](Br)[CH:16]=1, predict the reaction product. The product is: [Br:10][C:11]1[CH:16]=[C:15]([O:9][CH2:2][C:3]2[CH:8]=[CH:7][CH:6]=[CH:5][CH:4]=2)[CH:14]=[N:13][CH:12]=1. (7) Given the reactants [C:1]1([S:7]([C:10]2[CH:11]=[CH:12][C:13]([C:26]([F:29])([F:28])[F:27])=[C:14]([S:16]([NH:19][CH:20]3[CH2:25][CH2:24][NH:23][CH2:22][CH2:21]3)(=[O:18])=[O:17])[CH:15]=2)(=[O:9])=[O:8])[CH:6]=[CH:5][CH:4]=[CH:3][CH:2]=1.C1C(=O)N([Br:37])C(=O)C1.[OH-].[Na+], predict the reaction product. The product is: [Br:37][C:5]1[CH:6]=[C:1]([S:7]([C:10]2[CH:11]=[CH:12][C:13]([C:26]([F:28])([F:29])[F:27])=[C:14]([S:16]([NH:19][CH:20]3[CH2:25][CH2:24][NH:23][CH2:22][CH2:21]3)(=[O:18])=[O:17])[CH:15]=2)(=[O:9])=[O:8])[CH:2]=[CH:3][CH:4]=1. (8) Given the reactants C(N(S(F)(F)[F:7])CC)C.[Br:10][C:11]1[CH:16]=[CH:15][C:14]([CH2:17][CH:18]([C:20]2[N:21]([S:31]([N:34]([CH3:36])[CH3:35])(=[O:33])=[O:32])[CH:22]=[C:23]([CH2:25][C:26]([CH3:30])([CH3:29])[CH2:27][CH3:28])[N:24]=2)O)=[CH:13][CH:12]=1, predict the reaction product. The product is: [Br:10][C:11]1[CH:16]=[CH:15][C:14]([CH2:17][CH:18]([C:20]2[N:21]([S:31]([N:34]([CH3:36])[CH3:35])(=[O:33])=[O:32])[CH:22]=[C:23]([CH2:25][C:26]([CH3:30])([CH3:29])[CH2:27][CH3:28])[N:24]=2)[F:7])=[CH:13][CH:12]=1. (9) Given the reactants C(=O)([O-])[O-].[Cs+].[Cs+].[O:7]1[CH2:12][CH2:11][CH:10](OS(C)(=O)=O)[CH2:9][CH2:8]1.[F:18][C:19]1[CH:24]=[CH:23][C:22]([F:25])=[CH:21][C:20]=1[S:26]([N:29]([C:33]1[CH:38]=[CH:37][CH:36]=[C:35]([C:39]2[NH:40][N:41]=[CH:42][C:43]=2[C:44]2[CH:49]=[CH:48][N:47]=[CH:46][CH:45]=2)[C:34]=1[F:50])COC)(=[O:28])=[O:27].O, predict the reaction product. The product is: [F:18][C:19]1[CH:24]=[CH:23][C:22]([F:25])=[CH:21][C:20]=1[S:26]([NH:29][C:33]1[CH:38]=[CH:37][CH:36]=[C:35]([C:39]2[C:43]([C:44]3[CH:49]=[CH:48][N:47]=[CH:46][CH:45]=3)=[CH:42][N:41]([CH:10]3[CH2:9][CH2:8][O:7][CH2:12][CH2:11]3)[N:40]=2)[C:34]=1[F:50])(=[O:27])=[O:28]. (10) Given the reactants [CH3:1][N:2]([CH3:28])[C:3]([C:5]1[CH:27]=[CH:26][C:8]([O:9][C:10]2[C:15]3[CH:16]=[C:17]([CH2:19][CH3:20])[O:18][C:14]=3[CH:13]=[C:12]([C:21]([O:23]CC)=[O:22])[CH:11]=2)=[CH:7][CH:6]=1)=[O:4].O[Li].O, predict the reaction product. The product is: [CH3:28][N:2]([CH3:1])[C:3]([C:5]1[CH:27]=[CH:26][C:8]([O:9][C:10]2[C:15]3[CH:16]=[C:17]([CH2:19][CH3:20])[O:18][C:14]=3[CH:13]=[C:12]([C:21]([OH:23])=[O:22])[CH:11]=2)=[CH:7][CH:6]=1)=[O:4].